Task: Predict the reaction yield, written as a fraction of the theoretical maximum amount of product (1.0 means a 100% yield; for example, 0.34 means a 34% yield).. Dataset: Reaction yield outcomes from USPTO patents with 853,638 reactions (1) The product is [CH3:25][O:26][C:27](=[O:35])[C:28]1[CH:33]=[CH:32][C:31]([NH:34][C:17](=[O:19])[C@@H:16]([N:15]2[CH2:14][C:5]3[CH2:4][C:3]4[C:2]([Cl:1])=[CH:11][CH:10]=[CH:9][C:8]=4[O:7][C:6]=3[C:12]2=[O:13])[CH2:20][CH:21]([CH3:22])[CH3:23])=[N:30][CH:29]=1. The reactants are [Cl:1][C:2]1[CH:11]=[CH:10][CH:9]=[C:8]2[C:3]=1[CH2:4][C:5]([CH2:14][N:15](C)[C@@H:16]([CH2:20][CH:21]([CH3:23])[CH3:22])[C:17]([OH:19])=O)=[C:6]([CH:12]=[O:13])[O:7]2.[CH3:25][O:26][C:27](=[O:35])[C:28]1[CH:33]=[CH:32][C:31]([NH2:34])=[N:30][CH:29]=1.ON1C2C=CC=CC=2N=N1. The catalyst is C(Cl)Cl.O. The yield is 0.0300. (2) The reactants are [NH2:1][C:2]1[CH:3]=[C:4]2[C:9](=[CH:10][CH:11]=1)[N:8]=[C:7]([C:12]1[CH:17]=[C:16]([CH3:18])[C:15]([O:19][CH2:20][CH2:21][OH:22])=[C:14]([CH3:23])[CH:13]=1)[NH:6][C:5]2=[O:24].[C:25](OC(=O)C)(=[O:27])[CH3:26].C([O-])([O-])=O.[K+].[K+]. The catalyst is N1C=CC=CC=1. The product is [OH:22][CH2:21][CH2:20][O:19][C:15]1[C:16]([CH3:18])=[CH:17][C:12]([C:7]2[NH:6][C:5](=[O:24])[C:4]3[C:9](=[CH:10][CH:11]=[C:2]([NH:1][C:25](=[O:27])[CH3:26])[CH:3]=3)[N:8]=2)=[CH:13][C:14]=1[CH3:23]. The yield is 0.600. (3) The reactants are Cl.C(OC(=O)[NH:8][CH:9]1[CH2:14][CH2:13][N:12]([C:15]([C:17]2[N:18]=[C:19]3[C:24]([C:25]([F:28])([F:27])[F:26])=[CH:23][C:22]([C:29]4[CH:33]=[CH:32][O:31][CH:30]=4)=[CH:21][N:20]3[C:34]=2[Cl:35])=[O:16])[CH2:11][CH2:10]1)(C)(C)C.[OH-].[Na+].O. The catalyst is O1CCOCC1. The product is [NH2:8][CH:9]1[CH2:14][CH2:13][N:12]([C:15]([C:17]2[N:18]=[C:19]3[C:24]([C:25]([F:27])([F:28])[F:26])=[CH:23][C:22]([C:29]4[CH:33]=[CH:32][O:31][CH:30]=4)=[CH:21][N:20]3[C:34]=2[Cl:35])=[O:16])[CH2:11][CH2:10]1. The yield is 0.250. (4) The reactants are C[O:2][C:3](=[O:29])[CH2:4][CH2:5][N:6]1[CH2:10][CH2:9][CH2:8][C@@H:7]1[CH2:11][O:12][C:13]1[CH:18]=[CH:17][C:16]([N:19]2[C:27]([Cl:28])=[C:26]3[C:21]([CH:22]=[CH:23][CH:24]=[CH:25]3)=[N:20]2)=[CH:15][CH:14]=1.O.Cl. The catalyst is O1CCOCC1. The product is [ClH:28].[Cl:28][C:27]1[N:19]([C:16]2[CH:17]=[CH:18][C:13]([O:12][CH2:11][C@H:7]3[CH2:8][CH2:9][CH2:10][N:6]3[CH2:5][CH2:4][C:3]([OH:29])=[O:2])=[CH:14][CH:15]=2)[N:20]=[C:21]2[C:26]=1[CH:25]=[CH:24][CH:23]=[CH:22]2. The yield is 0.440.